Dataset: NCI-60 drug combinations with 297,098 pairs across 59 cell lines. Task: Regression. Given two drug SMILES strings and cell line genomic features, predict the synergy score measuring deviation from expected non-interaction effect. Drug 1: CC1C(C(CC(O1)OC2CC(CC3=C2C(=C4C(=C3O)C(=O)C5=C(C4=O)C(=CC=C5)OC)O)(C(=O)CO)O)N)O.Cl. Drug 2: COC1=CC(=CC(=C1O)OC)C2C3C(COC3=O)C(C4=CC5=C(C=C24)OCO5)OC6C(C(C7C(O6)COC(O7)C8=CC=CS8)O)O. Cell line: IGROV1. Synergy scores: CSS=31.8, Synergy_ZIP=1.58, Synergy_Bliss=1.24, Synergy_Loewe=-5.06, Synergy_HSA=1.18.